Predict which catalyst facilitates the given reaction. From a dataset of Catalyst prediction with 721,799 reactions and 888 catalyst types from USPTO. (1) Reactant: [F:1][CH:2]([F:22])[C:3]1[NH:7][C:6]2[CH:8]=[C:9]([NH:14][C:15](=[O:21])[O:16][C:17]([CH3:20])([CH3:19])[CH3:18])[CH:10]=[C:11]([O:12][CH3:13])[C:5]=2[N:4]=1.Cl[C:24]1[N:29]=[C:28]([N:30]2[CH2:35][CH2:34][O:33][CH2:32][CH2:31]2)[CH:27]=[C:26]([Cl:36])[N:25]=1.C([O-])([O-])=O.[K+].[K+].C(Cl)Cl.CCOC(C)=O. Product: [Cl:36][C:26]1[CH:27]=[C:28]([N:30]2[CH2:35][CH2:34][O:33][CH2:32][CH2:31]2)[N:29]=[C:24]([N:7]2[C:6]3[CH:8]=[C:9]([NH:14][C:15](=[O:21])[O:16][C:17]([CH3:19])([CH3:18])[CH3:20])[CH:10]=[C:11]([O:12][CH3:13])[C:5]=3[N:4]=[C:3]2[CH:2]([F:1])[F:22])[N:25]=1. The catalyst class is: 18. (2) Reactant: [CH:1]1([C:4]2[CH:5]=[CH:6][C:7]([NH:14][C:15]3[CH:35]=[CH:34][C:18]4[N:19]([C:28]5[CH:33]=[CH:32][CH:31]=[CH:30][CH:29]=5)[C:20](=[O:27])[N:21]([CH2:22][C:23]([F:26])([F:25])[F:24])[C:17]=4[CH:16]=3)=[C:8]([CH:13]=2)[C:9]([O:11]C)=[O:10])[CH2:3][CH2:2]1.[OH-].[Na+].O.Cl. Product: [CH:1]1([C:4]2[CH:5]=[CH:6][C:7]([NH:14][C:15]3[CH:35]=[CH:34][C:18]4[N:19]([C:28]5[CH:33]=[CH:32][CH:31]=[CH:30][CH:29]=5)[C:20](=[O:27])[N:21]([CH2:22][C:23]([F:24])([F:26])[F:25])[C:17]=4[CH:16]=3)=[C:8]([CH:13]=2)[C:9]([OH:11])=[O:10])[CH2:3][CH2:2]1. The catalyst class is: 8. (3) Reactant: [C:1]([O:5][C:6]([NH:8][C:9]1[S:17][C:16]2[C:11](=[N:12][C:13](Cl)=[CH:14][CH:15]=2)[C:10]=1[C:19]([O:21][CH2:22][CH3:23])=[O:20])=[O:7])([CH3:4])([CH3:3])[CH3:2].[Cl-].[CH3:25][Zn+]. Product: [C:1]([O:5][C:6]([NH:8][C:9]1[S:17][C:16]2[C:11](=[N:12][C:13]([CH3:25])=[CH:14][CH:15]=2)[C:10]=1[C:19]([O:21][CH2:22][CH3:23])=[O:20])=[O:7])([CH3:4])([CH3:3])[CH3:2]. The catalyst class is: 176. (4) Reactant: [F:1][C:2]1[CH:3]=[C:4]([CH:7]=[CH:8][CH:9]=1)[CH2:5][NH2:6].[Cl:10][C:11]1[C:20]([C:21](Cl)=[O:22])=[C:19]([CH3:24])[C:18]2[C:13](=[CH:14][C:15]([C:25]([F:28])([F:27])[F:26])=[CH:16][CH:17]=2)[N:12]=1. Product: [Cl:10][C:11]1[C:20]([C:21]([NH:6][CH2:5][C:4]2[CH:7]=[CH:8][CH:9]=[C:2]([F:1])[CH:3]=2)=[O:22])=[C:19]([CH3:24])[C:18]2[C:13](=[CH:14][C:15]([C:25]([F:26])([F:28])[F:27])=[CH:16][CH:17]=2)[N:12]=1. The catalyst class is: 12. (5) Reactant: [CH3:1][C@@H:2]1[CH2:24][C:23]2[C:25](=[O:26])[C:18](=[CH:19][C:20]([C:22]=2OC)=[O:21])[NH:17][C:15](=[O:16])[C:14]([CH3:29])=[CH:13][CH:12]=[CH:11][C@H:10]([O:30][CH3:31])[C@@H:9]([O:32][C:33]([NH2:35])=[O:34])[C:8]([CH3:36])=[CH:7][C@H:6]([CH3:37])[C@@H:5]([OH:38])[C@@H:4]([O:39][CH3:40])[CH2:3]1.[CH3:41][N:42]([CH3:46])[CH2:43][CH2:44][NH2:45].[ClH:47]. Product: [CH3:1][C@@H:2]1[CH2:24][C:23]2[C:25](=[O:26])[C:18](=[CH:19][C:20]([C:22]=2[NH:45][CH2:44][CH2:43][N:42]([CH3:46])[CH3:41])=[O:21])[NH:17][C:15](=[O:16])[C:14]([CH3:29])=[CH:13][CH:12]=[CH:11][C@H:10]([O:30][CH3:31])[C@@H:9]([O:32][C:33]([NH2:35])=[O:34])[C:8]([CH3:36])=[CH:7][C@H:6]([CH3:37])[C@@H:5]([OH:38])[C@@H:4]([O:39][CH3:40])[CH2:3]1.[ClH:47]. The catalyst class is: 135.